Dataset: Reaction yield outcomes from USPTO patents with 853,638 reactions. Task: Predict the reaction yield, written as a fraction of the theoretical maximum amount of product (1.0 means a 100% yield; for example, 0.34 means a 34% yield). (1) The reactants are [C:1]([NH:18][C@H:19]([C:22]([OH:24])=[O:23])[CH2:20][OH:21])([O:3][CH2:4][CH:5]1[C:17]2[C:12](=[CH:13][CH:14]=[CH:15][CH:16]=2)[C:11]2[C:6]1=[CH:7][CH:8]=[CH:9][CH:10]=2)=[O:2].ClC(Cl)(Cl)C(=N)O[C:29]([CH3:32])([CH3:31])[CH3:30]. The catalyst is CCOC(C)=O.C1CCCCC1. The product is [CH:7]1[C:6]2[CH:5]([CH2:4][O:3][C:1]([NH:18][CH:19]([CH2:20][OH:21])[C:22]([O:24][C:29]([CH3:32])([CH3:31])[CH3:30])=[O:23])=[O:2])[C:17]3[C:12](=[CH:13][CH:14]=[CH:15][CH:16]=3)[C:11]=2[CH:10]=[CH:9][CH:8]=1. The yield is 0.680. (2) The reactants are [CH3:1][O:2][CH:3](OC)[O:4][CH3:5].[Br:8][C:9]1[CH:10]=[C:11]([CH:14]=[C:15]([Cl:17])[CH:16]=1)C=O.C1(C)C=CC(S(O)(=O)=O)=CC=1.O.C([O-])(O)=O.[Na+]. The catalyst is CO. The product is [Br:8][C:9]1[CH:10]=[C:11]([CH:3]([O:4][CH3:5])[O:2][CH3:1])[CH:14]=[C:15]([Cl:17])[CH:16]=1. The yield is 0.780.